From a dataset of Forward reaction prediction with 1.9M reactions from USPTO patents (1976-2016). Predict the product of the given reaction. Given the reactants [S:1]1[C:5]([C:6]2[CH:7]=[C:8](Br)[CH:9]=[C:10]3[C:14]=2[NH:13][N:12]=[CH:11]3)=[CH:4][C:3]2[CH:16]=[CH:17][CH:18]=[CH:19][C:2]1=2.[B:20]1([B:20]2[O:24][C:23]([CH3:26])([CH3:25])[C:22]([CH3:28])([CH3:27])[O:21]2)[O:24][C:23]([CH3:26])([CH3:25])[C:22]([CH3:28])([CH3:27])[O:21]1.CC([O-])=O.[K+], predict the reaction product. The product is: [S:1]1[C:5]([C:6]2[CH:7]=[C:8]([B:20]3[O:24][C:23]([CH3:26])([CH3:25])[C:22]([CH3:28])([CH3:27])[O:21]3)[CH:9]=[C:10]3[C:14]=2[NH:13][N:12]=[CH:11]3)=[CH:4][C:3]2[CH:16]=[CH:17][CH:18]=[CH:19][C:2]1=2.